Dataset: Forward reaction prediction with 1.9M reactions from USPTO patents (1976-2016). Task: Predict the product of the given reaction. (1) Given the reactants [C:1]([O:16]C(C)C)(=[O:15])[CH2:2][CH2:3][CH2:4][CH2:5][CH2:6][CH2:7][CH2:8][CH2:9][CH2:10]CCCC.CC(/C=C/CC[CH2:27][CH2:28][C:29](NCC1C=CC(O)=C(OC)C=1)=[O:30])C.[N-]=[C:43]=[O:44], predict the reaction product. The product is: [C:29]([O:44][CH2:43][CH:8]([CH2:9][CH3:10])[CH2:7][CH2:6][CH2:5][CH3:4])(=[O:30])[CH:28]=[CH2:27].[C:1]([OH:16])(=[O:15])[CH:2]=[CH2:3]. (2) Given the reactants C(OC(=O)[N:7]([C:16]1[CH:21]=[CH:20][C:19]([C:22]([C:24]2[C:32]3[C:31]([CH:33]4[CH2:35][CH2:34]4)=[N:30][CH:29]=[N:28][C:27]=3[N:26]([S:36]([C:39]3[CH:44]=[CH:43][CH:42]=[CH:41][CH:40]=3)(=[O:38])=[O:37])[CH:25]=2)=[O:23])=[C:18]([F:45])[N:17]=1)[C:8]1[CH:9]=[N:10][C:11]([O:14][CH3:15])=[CH:12][CH:13]=1)(C)(C)C.FC(F)(F)C(O)=O.C(=O)([O-])[O-].[K+].[K+], predict the reaction product. The product is: [C:39]1([S:36]([N:26]2[C:27]3[N:28]=[CH:29][N:30]=[C:31]([CH:33]4[CH2:34][CH2:35]4)[C:32]=3[C:24]([C:22]([C:19]3[C:18]([F:45])=[N:17][C:16]([NH:7][C:8]4[CH:9]=[N:10][C:11]([O:14][CH3:15])=[CH:12][CH:13]=4)=[CH:21][CH:20]=3)=[O:23])=[CH:25]2)(=[O:38])=[O:37])[CH:40]=[CH:41][CH:42]=[CH:43][CH:44]=1. (3) Given the reactants [N+:1]([C:4]1[CH:5]=[CH:6][C:7]([C:20]([O:22]CC)=[O:21])=[N:8][C:9]=1[NH:10][CH2:11][CH2:12][CH2:13][N:14]1[CH2:19][CH2:18][CH2:17][CH2:16][CH2:15]1)([O-:3])=[O:2].O1CCCC1.[OH-].[Li+], predict the reaction product. The product is: [N+:1]([C:4]1[CH:5]=[CH:6][C:7]([C:20]([OH:22])=[O:21])=[N:8][C:9]=1[NH:10][CH2:11][CH2:12][CH2:13][N:14]1[CH2:19][CH2:18][CH2:17][CH2:16][CH2:15]1)([O-:3])=[O:2]. (4) Given the reactants [CH2:1]([N:4]([CH2:15][CH:16](OC)[O:17]C)[C:5](=[O:14])[O:6][CH2:7][C:8]1[CH:13]=[CH:12][CH:11]=[CH:10][CH:9]=1)[CH:2]=[CH2:3].C(O)=O, predict the reaction product. The product is: [CH2:1]([N:4]([CH2:15][CH:16]=[O:17])[C:5](=[O:14])[O:6][CH2:7][C:8]1[CH:13]=[CH:12][CH:11]=[CH:10][CH:9]=1)[CH:2]=[CH2:3].